From a dataset of Full USPTO retrosynthesis dataset with 1.9M reactions from patents (1976-2016). Predict the reactants needed to synthesize the given product. (1) Given the product [N+:13]([C:6]1[CH:5]=[C:4]2[C:9]([C:10]([C:11]#[N:12])=[C:2]([N:1]3[CH:18]=[CH:22][CH:21]=[CH:20]3)[NH:3]2)=[CH:8][CH:7]=1)([O-:15])=[O:14].[CH2:18]([N:3]1[C:4]2[C:9](=[CH:8][CH:7]=[C:6]([O:28][CH3:25])[CH:5]=2)[C:10]([C:11]#[N:12])=[CH:2]1)[CH3:22], predict the reactants needed to synthesize it. The reactants are: [NH2:1][C:2]1[NH:3][C:4]2[C:9]([C:10]=1[C:11]#[N:12])=[CH:8][CH:7]=[C:6]([N+:13]([O-:15])=[O:14])[CH:5]=2.CO[CH:18]1[CH2:22][CH2:21][CH:20](OC)O1.[C:25](=[O:28])(O)[O-].[Na+].C(=O)=O. (2) The reactants are: [C:1]([C:5]1[CH:6]=[C:7]2[C:12](=[C:13]([F:15])[CH:14]=1)[C:11](=[O:16])[N:10]([C:17]1[C:22]3[CH2:23][C:24](=[O:33])[CH2:25][C:26]4[NH:27][C:28](=[O:32])[CH:29]=[CH:30][C:31]=4[C:21]=3[CH:20]=[CH:19][CH:18]=1)[N:9]=[CH:8]2)([CH3:4])([CH3:3])[CH3:2].CO.[BH4-].[Na+].[NH4+].[Cl-]. Given the product [C:1]([C:5]1[CH:6]=[C:7]2[C:12](=[C:13]([F:15])[CH:14]=1)[C:11](=[O:16])[N:10]([C:17]1[C:22]3[CH2:23][CH:24]([OH:33])[CH2:25][C:26]4[NH:27][C:28](=[O:32])[CH:29]=[CH:30][C:31]=4[C:21]=3[CH:20]=[CH:19][CH:18]=1)[N:9]=[CH:8]2)([CH3:4])([CH3:2])[CH3:3], predict the reactants needed to synthesize it.